From a dataset of Forward reaction prediction with 1.9M reactions from USPTO patents (1976-2016). Predict the product of the given reaction. Given the reactants [N:1]1([C:6]2[CH:7]=[C:8]([NH:12][C:13]([C:15]3[CH2:21][CH2:20][O:19][C:18]4[CH:22]=[CH:23][CH:24]=[CH:25][C:17]=4[CH:16]=3)=[O:14])[CH:9]=[CH:10][CH:11]=2)[CH:5]=[CH:4][N:3]=[CH:2]1, predict the reaction product. The product is: [N:1]1([C:6]2[CH:7]=[C:8]([NH:12][C:13]([CH:15]3[CH2:21][CH2:20][O:19][C:18]4[CH:22]=[CH:23][CH:24]=[CH:25][C:17]=4[CH2:16]3)=[O:14])[CH:9]=[CH:10][CH:11]=2)[CH:5]=[CH:4][N:3]=[CH:2]1.